This data is from Forward reaction prediction with 1.9M reactions from USPTO patents (1976-2016). The task is: Predict the product of the given reaction. (1) The product is: [C:8]([C:7]1[CH:10]=[C:3]([CH:4]=[CH:5][C:6]=1[O:11][CH:12]([CH3:17])[C:13]([F:15])([F:14])[F:16])[C:1]([OH:20])=[O:2])#[N:9]. Given the reactants [CH:1]([C:3]1[CH:4]=[CH:5][C:6]([O:11][CH:12]([CH3:17])[C:13]([F:16])([F:15])[F:14])=[C:7]([CH:10]=1)[C:8]#[N:9])=[O:2].CC(C)=[O:20].OS(O)(=O)=O.O=[Cr](=O)=O, predict the reaction product. (2) Given the reactants Br[C:2]1[C:7]([C:8]([C:10]2[CH:15]=[CH:14][CH:13]=[CH:12][C:11]=2[Cl:16])=[O:9])=[CH:6][CH:5]=[CH:4][N:3]=1.[F:17][C:18]([F:50])([F:49])[C:19]1[CH:20]=[C:21]([CH:42]=[C:43]([C:45]([F:48])([F:47])[F:46])[CH:44]=1)[CH2:22][N:23]1[C:27]([CH3:28])=[C:26]([Sn](CCCC)(CCCC)CCCC)[N:25]=[N:24]1, predict the reaction product. The product is: [F:50][C:18]([F:17])([F:49])[C:19]1[CH:20]=[C:21]([CH:42]=[C:43]([C:45]([F:48])([F:47])[F:46])[CH:44]=1)[CH2:22][N:23]1[C:27]([CH3:28])=[C:26]([C:2]2[C:7]([C:8]([C:10]3[CH:15]=[CH:14][CH:13]=[CH:12][C:11]=3[Cl:16])=[O:9])=[CH:6][CH:5]=[CH:4][N:3]=2)[N:25]=[N:24]1. (3) Given the reactants [Cl:1][C:2]1[C:7]([CH2:8][C:9]2[CH:14]=[CH:13][C:12]([CH2:15][CH3:16])=[CH:11][CH:10]=2)=[CH:6][C:5]2[C@@:17]3([CH2:28][O:29][C:4]=2[CH:3]=1)[C@H:22]([OH:23])[C@@H:21]([OH:24])[C@H:20]([OH:25])[C@@H:19]([CH2:26][OH:27])[O:18]3.Cl[C:31]([O:33][CH2:34][CH3:35])=[O:32], predict the reaction product. The product is: [C:31](=[O:32])([O:33][CH2:34][CH3:35])[O:27][CH2:26][C@H:19]1[O:18][C@@:17]2([C:5]3[CH:6]=[C:7]([CH2:8][C:9]4[CH:10]=[CH:11][C:12]([CH2:15][CH3:16])=[CH:13][CH:14]=4)[C:2]([Cl:1])=[CH:3][C:4]=3[O:29][CH2:28]2)[C@H:22]([OH:23])[C@@H:21]([OH:24])[C@@H:20]1[OH:25].